Dataset: Reaction yield outcomes from USPTO patents with 853,638 reactions. Task: Predict the reaction yield, written as a fraction of the theoretical maximum amount of product (1.0 means a 100% yield; for example, 0.34 means a 34% yield). (1) The reactants are [N+:1]([C:4]1[CH:9]=[CH:8][C:7]([N:10]2[CH2:15][CH2:14][NH:13][CH2:12][CH2:11]2)=[CH:6][CH:5]=1)([O-:3])=[O:2].Cl[C:17]1[N:22]=[C:21]([CH3:23])[CH:20]=[C:19]([CH3:24])[N:18]=1. The catalyst is N1C=CC=CC=1. The product is [CH3:24][C:19]1[CH:20]=[C:21]([CH3:23])[N:22]=[C:17]([N:13]2[CH2:14][CH2:15][N:10]([C:7]3[CH:6]=[CH:5][C:4]([N+:1]([O-:3])=[O:2])=[CH:9][CH:8]=3)[CH2:11][CH2:12]2)[N:18]=1. The yield is 0.240. (2) The product is [NH2:30][C@H:26]1[CH2:27][CH2:28][CH2:29][N:24]([C:21]2[N:22]=[CH:23][C:18]([NH:17][C:5]3[C:4]4[C:9](=[CH:10][CH:11]=[C:2]([C:43]5[CH:44]=[C:39]([Cl:38])[C:40]([OH:55])=[C:41]([Cl:54])[CH:42]=5)[CH:3]=4)[N:8]=[CH:7][C:6]=3[C:12]([CH:14]3[CH2:16][CH2:15]3)=[O:13])=[CH:19][CH:20]=2)[CH2:25]1. The yield is 0.310. The reactants are Br[C:2]1[CH:3]=[C:4]2[C:9](=[CH:10][CH:11]=1)[N:8]=[CH:7][C:6]([C:12]([CH:14]1[CH2:16][CH2:15]1)=[O:13])=[C:5]2[NH:17][C:18]1[CH:19]=[CH:20][C:21]([N:24]2[CH2:29][CH2:28][CH2:27][C@H:26]([NH:30]C(=O)OC(C)(C)C)[CH2:25]2)=[N:22][CH:23]=1.[Cl:38][C:39]1[CH:44]=[C:43](B2OC(C)(C)C(C)(C)O2)[CH:42]=[C:41]([Cl:54])[C:40]=1[OH:55]. No catalyst specified. (3) The reactants are [F:1][C:2]([F:24])([F:23])[C:3]1[CH:4]=[C:5]([C:13]2[N:17]=[CH:16][N:15](/[CH:18]=[CH:19]\[C:20]([OH:22])=O)[N:14]=2)[CH:6]=[C:7]([C:9]([F:12])([F:11])[F:10])[CH:8]=1.[Cl:25][C:26]1[CH:31]=[C:30]([NH:32][NH2:33])[N:29]=[CH:28][N:27]=1.C(P1(=O)OP(CCC)(=O)OP(CCC)(=O)O1)CC.CCN(C(C)C)C(C)C. The catalyst is CCOC(C)=O.CO.C(Cl)Cl. The product is [F:1][C:2]([F:24])([F:23])[C:3]1[CH:4]=[C:5]([C:13]2[N:17]=[CH:16][N:15](/[CH:18]=[CH:19]\[C:20]([NH:33][NH:32][C:30]3[CH:31]=[C:26]([Cl:25])[N:27]=[CH:28][N:29]=3)=[O:22])[N:14]=2)[CH:6]=[C:7]([C:9]([F:11])([F:12])[F:10])[CH:8]=1. The yield is 0.367. (4) The reactants are [S:1]1[CH:5]=[CH:4][C:3]2[S:6][CH:7]=[CH:8][C:2]1=2.[Cl:9][CH2:10][C:11](Cl)=[O:12].O.Cl. The catalyst is C(Cl)Cl. The product is [Cl:9][CH2:10][C:11]([C:5]1[S:1][C:2]2[CH:8]=[CH:7][S:6][C:3]=2[CH:4]=1)=[O:12]. The yield is 0.430. (5) The reactants are [NH2:1][C:2]1[CH:3]=[C:4]([C:9]2[C:17]([C:18]3[CH:23]=[CH:22][N:21]=[C:20]([NH:24][C:25]4[CH:30]=[CH:29][CH:28]=[C:27]([O:31][CH2:32][CH2:33][N:34]([CH3:36])[CH3:35])[CH:26]=4)[N:19]=3)=[C:12]3[CH:13]=[CH:14][CH:15]=[CH:16][N:11]3[N:10]=2)[CH:5]=[CH:6][C:7]=1[F:8].[S:37]1[CH:41]=[CH:40][CH:39]=[C:38]1[CH2:42][C:43](Cl)=[O:44]. No catalyst specified. The product is [CH3:35][N:34]([CH3:36])[CH2:33][CH2:32][O:31][C:27]1[CH:26]=[C:25]([NH:24][C:20]2[N:19]=[C:18]([C:17]3[C:9]([C:4]4[CH:5]=[CH:6][C:7]([F:8])=[C:2]([NH:1][C:43](=[O:44])[CH2:42][C:38]5[S:37][CH:41]=[CH:40][CH:39]=5)[CH:3]=4)=[N:10][N:11]4[CH:16]=[CH:15][CH:14]=[CH:13][C:12]=34)[CH:23]=[CH:22][N:21]=2)[CH:30]=[CH:29][CH:28]=1. The yield is 0.370. (6) The reactants are Cl[CH:2]([O:5][C:6]1[CH:11]=[CH:10][C:9]([F:12])=[CH:8][CH:7]=1)[CH2:3][CH3:4].[NH2:13][C:14]1[C:29]([Cl:30])=[CH:28][C:17]([C:18]([O:20][CH2:21][CH:22]2[CH2:27][CH2:26][NH:25][CH2:24][CH2:23]2)=[O:19])=[C:16]([O:31][CH3:32])[CH:15]=1.C(N(CC)CC)C. The catalyst is CN(C=O)C. The product is [NH2:13][C:14]1[C:29]([Cl:30])=[CH:28][C:17]([C:18]([O:20][CH2:21][CH:22]2[CH2:23][CH2:24][N:25]([CH2:4][CH2:3][CH2:2][O:5][C:6]3[CH:11]=[CH:10][C:9]([F:12])=[CH:8][CH:7]=3)[CH2:26][CH2:27]2)=[O:19])=[C:16]([O:31][CH3:32])[CH:15]=1. The yield is 0.260. (7) The reactants are Br[C:2]1[CH:3]=[C:4]([CH3:11])[C:5]2[N:6]([CH:8]=[CH:9][N:10]=2)[CH:7]=1.[F:12][C:13]([F:24])([F:23])[C:14]1[CH:19]=[CH:18][C:17](B(O)O)=[CH:16][CH:15]=1.C([O-])([O-])=O.[Na+].[Na+].CO[CH2:33][CH2:34]OC. The catalyst is O.C1C=CC([P]([Pd]([P](C2C=CC=CC=2)(C2C=CC=CC=2)C2C=CC=CC=2)([P](C2C=CC=CC=2)(C2C=CC=CC=2)C2C=CC=CC=2)[P](C2C=CC=CC=2)(C2C=CC=CC=2)C2C=CC=CC=2)(C2C=CC=CC=2)C2C=CC=CC=2)=CC=1. The product is [C:33]([C:8]1[N:6]2[CH:7]=[C:2]([C:17]3[CH:18]=[CH:19][C:14]([C:13]([F:24])([F:23])[F:12])=[CH:15][CH:16]=3)[CH:3]=[C:4]([CH3:11])[C:5]2=[N:10][CH:9]=1)#[CH:34]. The yield is 0.910. (8) The reactants are C[O:2][C:3]([C:5]1[C:13]([NH:14][C:15]2[CH:20]=[CH:19][C:18]([I:21])=[CH:17][C:16]=2[F:22])=[C:12]([F:23])[C:11]2[C:7](=[C:8]([CH3:25])[N:9]([CH3:24])[N:10]=2)[CH:6]=1)=[O:4].[Li+].[OH-]. The catalyst is C1COCC1.O. The product is [F:23][C:12]1[C:11]2[C:7](=[C:8]([CH3:25])[N:9]([CH3:24])[N:10]=2)[CH:6]=[C:5]([C:3]([OH:4])=[O:2])[C:13]=1[NH:14][C:15]1[CH:20]=[CH:19][C:18]([I:21])=[CH:17][C:16]=1[F:22]. The yield is 0.960. (9) The reactants are [NH2:1][C:2]1[C:3]([NH:21][CH:22]2[CH:26]([CH2:27][CH3:28])[CH2:25][CH:24]([NH:29][S:30]([CH:33]3[CH2:35][CH2:34]3)(=[O:32])=[O:31])[CH2:23]2)=[C:4]2[CH:10]=[CH:9][N:8]([S:11]([C:14]3[CH:20]=[CH:19][C:17]([CH3:18])=[CH:16][CH:15]=3)(=[O:13])=[O:12])[C:5]2=[N:6][CH:7]=1.[CH3:36][C@H](NC([C@H]1N(C([C@@H](NC([C@@H](N)CC2C=CC(O)=CC=2)=O)CC(O)=O)=O)CCC1)=O)C(N1[C@H](C(N2[C@H](C(N3[C@H](C(N4[C@H](C(N5[C@H](C(N6[C@H](C(O)=O)CCC6)=O)CCC5)=O)CCC4)=O)CCC3)=O)CCC2)=O)CCC1)=O. The catalyst is CO.CCOC(C)=O.O.C1(C)C=CC(S(O)(=O)=O)=CC=1. The product is [CH2:27]([CH:26]1[CH:22]([N:21]2[C:3]3=[C:4]4[CH:10]=[CH:9][N:8]([S:11]([C:14]5[CH:15]=[CH:16][C:17]([CH3:18])=[CH:19][CH:20]=5)(=[O:12])=[O:13])[C:5]4=[N:6][CH:7]=[C:2]3[N:1]=[CH:36]2)[CH2:23][CH:24]([NH:29][S:30]([CH:33]2[CH2:35][CH2:34]2)(=[O:31])=[O:32])[CH2:25]1)[CH3:28]. The yield is 0.990. (10) The reactants are [N+:1]([C:4]1[CH:13]=[C:12]2[C:7]([CH2:8][CH2:9][N:10]([C:14]([O:16][C:17]([CH3:20])([CH3:19])[CH3:18])=[O:15])[CH2:11]2)=[CH:6][CH:5]=1)([O-])=O. The catalyst is CO.[OH-].[OH-].[Pd+2]. The product is [NH2:1][C:4]1[CH:13]=[C:12]2[C:7]([CH2:8][CH2:9][N:10]([C:14]([O:16][C:17]([CH3:20])([CH3:19])[CH3:18])=[O:15])[CH2:11]2)=[CH:6][CH:5]=1. The yield is 0.690.